This data is from Forward reaction prediction with 1.9M reactions from USPTO patents (1976-2016). The task is: Predict the product of the given reaction. (1) Given the reactants [OH:1][C:2]1[CH:11]=[C:10]2[C:5]([C:6](=[O:17])[CH2:7][CH:8]([C:12]([O:14]CC)=[O:13])[O:9]2)=[CH:4][CH:3]=1.[OH-].[Na+].Cl, predict the reaction product. The product is: [OH:1][C:2]1[CH:11]=[C:10]2[C:5]([C:6](=[O:17])[CH2:7][CH:8]([C:12]([OH:14])=[O:13])[O:9]2)=[CH:4][CH:3]=1. (2) Given the reactants [N+:1]([C:4]1[CH:12]=[C:11]2[C:7]([CH:8]=[CH:9][NH:10]2)=[CH:6][CH:5]=1)([O-])=O.[CH:13](I)([CH3:15])[CH3:14], predict the reaction product. The product is: [CH:13]([C:8]1[C:7]2[C:11](=[CH:12][C:4]([NH2:1])=[CH:5][CH:6]=2)[NH:10][CH:9]=1)([CH3:15])[CH3:14]. (3) Given the reactants [CH:1]1[C:14]2[CH2:13][C:12]3[C:7](=[CH:8][CH:9]=[CH:10][CH:11]=3)[CH2:6][C:5]=2[CH:4]=[CH:3][CH:2]=1.[Li]CCCC.[CH:20](=[O:29])[C:21]1[CH:26]=[CH:25][CH:24]=[C:23]([O:27][CH3:28])[CH:22]=1, predict the reaction product. The product is: [CH:4]1[C:5]2[CH:6]([CH:20]([C:21]3[CH:26]=[CH:25][CH:24]=[C:23]([O:27][CH3:28])[CH:22]=3)[OH:29])[C:7]3[C:12](=[CH:11][CH:10]=[CH:9][CH:8]=3)[CH2:13][C:14]=2[CH:1]=[CH:2][CH:3]=1. (4) Given the reactants [CH3:1][C:2]1([CH3:26])[O:6][C@@H:5]([C@H:7](OS(C)(=O)=O)[C@@H:8]2[C@H:12]([CH2:13]OS(C)(=O)=O)[O:11][C:10]([CH3:20])([CH3:19])[O:9]2)[CH2:4][O:3]1.[S-2:27].[Na+].[Na+], predict the reaction product. The product is: [CH3:1][C:2]1([CH3:26])[O:6][C@@H:5]([C@@H:7]2[C@@H:8]3[C@@H:12]([O:11][C:10]([CH3:20])([CH3:19])[O:9]3)[CH2:13][S:27]2)[CH2:4][O:3]1. (5) Given the reactants C(OC([C:6]1[N:7]([C@H:20]([CH3:31])[CH2:21][CH2:22][NH:23][C:24](OC(C)(C)C)=[O:25])[C:8]2[C:13]([CH:14]=1)=[CH:12][CH:11]=[C:10]([C:15]([O:17][CH2:18][CH3:19])=[O:16])[CH:9]=2)=O)C.C(O)(C(F)(F)F)=O.C([O-])([O-])=O.[K+].[K+], predict the reaction product. The product is: [CH3:31][C@H:20]1[N:7]2[C:8]3[CH:9]=[C:10]([C:15]([O:17][CH2:18][CH3:19])=[O:16])[CH:11]=[CH:12][C:13]=3[CH:14]=[C:6]2[C:24](=[O:25])[NH:23][CH2:22][CH2:21]1. (6) Given the reactants [NH3:1].[Cl:2][C:3]1[CH:4]=[CH:5][C:6]([O:20][CH2:21][C:22]2[CH:27]=[CH:26][CH:25]=[CH:24][CH:23]=2)=[C:7]([CH2:9][N:10]2[C:14]([CH3:15])=[CH:13][C:12]([S:16](Cl)(=[O:18])=[O:17])=[N:11]2)[CH:8]=1, predict the reaction product. The product is: [Cl:2][C:3]1[CH:4]=[CH:5][C:6]([O:20][CH2:21][C:22]2[CH:27]=[CH:26][CH:25]=[CH:24][CH:23]=2)=[C:7]([CH2:9][N:10]2[C:14]([CH3:15])=[CH:13][C:12]([S:16]([NH2:1])(=[O:18])=[O:17])=[N:11]2)[CH:8]=1. (7) The product is: [ClH:19].[Cl:19][C:20]1[CH:39]=[CH:38][C:23]([NH:24][C:25]2[C:34]3[C:29](=[CH:30][C:31]([O:37][CH2:17][CH2:18][N:13]4[CH2:14][CH2:15][CH2:16][C:11]4=[O:12])=[C:32]([O:35][CH3:36])[CH:33]=3)[N:28]=[CH:27][N:26]=2)=[C:22]([F:40])[CH:21]=1. Given the reactants N([C:11]([N:13]1[CH2:18][CH2:17][CH2:16][CH2:15][CH2:14]1)=[O:12])=N[C:11]([N:13]1[CH2:18][CH2:17][CH2:16][CH2:15][CH2:14]1)=[O:12].[Cl:19][C:20]1[CH:39]=[CH:38][C:23]([NH:24][C:25]2[C:34]3[C:29](=[CH:30][C:31]([OH:37])=[C:32]([O:35][CH3:36])[CH:33]=3)[N:28]=[CH:27][N:26]=2)=[C:22]([F:40])[CH:21]=1.C(P(CCCC)CCCC)CCC.OCCN1CCCC1=O, predict the reaction product. (8) Given the reactants Br[C:2]1[CH:3]=[C:4]2[C:8](=[C:9]([C:11]([NH2:13])=[O:12])[CH:10]=1)[NH:7][CH:6]=[C:5]2[CH:14]1[CH2:19][CH2:18][N:17]([S:20]([CH2:23][CH3:24])(=[O:22])=[O:21])[CH2:16][CH2:15]1.[C:25]([NH:28][C:29]1[CH:34]=[CH:33][C:32]([SH:35])=[CH:31][CH:30]=1)(=[O:27])[CH3:26].C(O)CO.C(=O)([O-])[O-].[K+].[K+], predict the reaction product. The product is: [C:25]([NH:28][C:29]1[CH:34]=[CH:33][C:32]([S:35][C:2]2[CH:3]=[C:4]3[C:8](=[C:9]([C:11]([NH2:13])=[O:12])[CH:10]=2)[NH:7][CH:6]=[C:5]3[CH:14]2[CH2:19][CH2:18][N:17]([S:20]([CH2:23][CH3:24])(=[O:22])=[O:21])[CH2:16][CH2:15]2)=[CH:31][CH:30]=1)(=[O:27])[CH3:26].